From a dataset of TCR-epitope binding with 47,182 pairs between 192 epitopes and 23,139 TCRs. Binary Classification. Given a T-cell receptor sequence (or CDR3 region) and an epitope sequence, predict whether binding occurs between them. The epitope is TLDSKTQSL. The TCR CDR3 sequence is CASSPRDSGYEQYF. Result: 0 (the TCR does not bind to the epitope).